Dataset: Catalyst prediction with 721,799 reactions and 888 catalyst types from USPTO. Task: Predict which catalyst facilitates the given reaction. (1) Reactant: [CH3:1][O:2][C:3]([CH:5]1[CH2:10][C:9](=[O:11])[CH2:8][CH:7]([C:12]([O:14][CH3:15])=[O:13])[CH2:6]1)=[O:4].[CH2:16](O)[CH2:17][OH:18].O.C1(C)C=CC(S(O)(=O)=O)=CC=1.O. Product: [CH3:15][O:14][C:12]([CH:7]1[CH2:6][CH:5]([C:3]([O:2][CH3:1])=[O:4])[CH2:10][C:9]2([O:18][CH2:17][CH2:16][O:11]2)[CH2:8]1)=[O:13]. The catalyst class is: 11. (2) Reactant: ClC1C=C(C(Cl)=O)C=C(Cl)C=1.[Cl:12][C:13]1[CH:19]=[C:18]([O:20][C:21]2[C:30]3[C:25](=[CH:26][C:27]([O:33][CH3:34])=[C:28]([O:31][CH3:32])[CH:29]=3)[N:24]=[CH:23][CH:22]=2)[CH:17]=[CH:16][C:14]=1[NH2:15].[Cl:35][C:36]1[CH:37]=[C:38]([C:43]([N:45]=[C:46]=[S:47])=[O:44])[CH:39]=[C:40]([Cl:42])[CH:41]=1. Product: [Cl:35][C:36]1[CH:37]=[C:38]([C:43]([N:45]=[C:46]=[S:47])=[O:44])[CH:39]=[C:40]([Cl:42])[CH:41]=1.[Cl:12][C:13]1[CH:19]=[C:18]([O:20][C:21]2[C:30]3[C:25](=[CH:26][C:27]([O:33][CH3:34])=[C:28]([O:31][CH3:32])[CH:29]=3)[N:24]=[CH:23][CH:22]=2)[CH:17]=[CH:16][C:14]=1[NH:15][C:46]([NH:45][C:43](=[O:44])[C:38]1[CH:39]=[C:40]([Cl:42])[CH:41]=[C:36]([Cl:35])[CH:37]=1)=[S:47]. The catalyst class is: 234.